The task is: Predict the product of the given reaction.. This data is from Forward reaction prediction with 1.9M reactions from USPTO patents (1976-2016). (1) Given the reactants C([O:4][CH2:5][C:6]([CH3:49])([CH3:48])[CH2:7][N:8]1[C:14]2[CH:15]=[CH:16][C:17]([Cl:19])=[CH:18][C:13]=2[C@@H:12]([C:20]2[CH:25]=[CH:24][CH:23]=[C:22]([O:26][CH3:27])[C:21]=2[O:28][CH3:29])[O:11][C@H:10]([CH2:30][C:31]([NH:33][C:34]2[CH:35]=[C:36]([CH2:40][CH2:41][C:42]([O:44]CC)=[O:43])[CH:37]=[CH:38][CH:39]=2)=[O:32])[C:9]1=[O:47])(=O)C.[OH-].[Na+].C(O)C, predict the reaction product. The product is: [Cl:19][C:17]1[CH:16]=[CH:15][C:14]2[N:8]([CH2:7][C:6]([CH3:49])([CH3:48])[CH2:5][OH:4])[C:9](=[O:47])[C@@H:10]([CH2:30][C:31]([NH:33][C:34]3[CH:35]=[C:36]([CH2:40][CH2:41][C:42]([OH:44])=[O:43])[CH:37]=[CH:38][CH:39]=3)=[O:32])[O:11][C@H:12]([C:20]3[CH:25]=[CH:24][CH:23]=[C:22]([O:26][CH3:27])[C:21]=3[O:28][CH3:29])[C:13]=2[CH:18]=1. (2) Given the reactants [CH2:1]([C:5]1[C:9]([CH2:10][O:11][C:12]2[N:13]=[N:14][C:15](Cl)=[CH:16][CH:17]=2)=[C:8]([CH3:19])[O:7][N:6]=1)[CH2:2][CH2:3][CH3:4].C(C1C([CH2:29][O:30][C:31]2N=NC(I)=CC=2)=C(C)ON=1)CCC.C(=O)([O-])[O-:40].[Na+].[Na+], predict the reaction product. The product is: [CH3:31][O:30][C:29]([C:15]1[N:14]=[N:13][C:12]([O:11][CH2:10][C:9]2[C:5]([CH2:1][CH2:2][CH2:3][CH3:4])=[N:6][O:7][C:8]=2[CH3:19])=[CH:17][CH:16]=1)=[O:40]. (3) Given the reactants [F:1][C:2]([F:22])([F:21])[C:3]1[CH:8]=[CH:7][C:6]([CH2:9][CH2:10][NH:11][C:12]2[C:17]([CH3:18])=[CH:16][C:15]([CH3:19])=[CH:14][C:13]=2[CH3:20])=[CH:5][CH:4]=1.C(OC([NH:30][CH:31]([C:35]1[CH:40]=[CH:39][CH:38]=[CH:37][C:36]=1[O:41][CH3:42])[C:32](O)=[O:33])=O)(C)(C)C, predict the reaction product. The product is: [NH2:30][CH:31]([C:35]1[CH:40]=[CH:39][CH:38]=[CH:37][C:36]=1[O:41][CH3:42])[C:32]([N:11]([CH2:10][CH2:9][C:6]1[CH:7]=[CH:8][C:3]([C:2]([F:21])([F:22])[F:1])=[CH:4][CH:5]=1)[C:12]1[C:17]([CH3:18])=[CH:16][C:15]([CH3:19])=[CH:14][C:13]=1[CH3:20])=[O:33]. (4) Given the reactants [CH3:1][O:2][C:3]1[CH:8]=[C:7]([O:9][CH3:10])[CH:6]=[CH:5][C:4]=1[N+:11]([O-:13])=[O:12].[O-]S(C(F)(F)[F:19])(=O)=O.ClC1C=[N+](F)C=C(Cl)C=1.C(OCC)(=O)C, predict the reaction product. The product is: [F:19][C:6]1[CH:5]=[C:4]([N+:11]([O-:13])=[O:12])[C:3]([O:2][CH3:1])=[CH:8][C:7]=1[O:9][CH3:10]. (5) Given the reactants [NH2:1][C:2]1[N:7]=[CH:6][C:5]([C:8]2[CH:9]=[CH:10][C:11]3[N:12]([CH:14]=[C:15]([NH:17][C:18](=[O:20])[CH3:19])[N:16]=3)[N:13]=2)=[CH:4][C:3]=1Cl.[O:22]([C:29]1[CH:34]=[CH:33][CH:32]=[CH:31][C:30]=1B(O)O)[C:23]1[CH:28]=[CH:27][CH:26]=[CH:25][CH:24]=1.C(=O)([O-])[O-].[Na+].[Na+], predict the reaction product. The product is: [NH2:1][C:2]1[N:7]=[CH:6][C:5]([C:8]2[CH:9]=[CH:10][C:11]3[N:12]([CH:14]=[C:15]([NH:17][C:18](=[O:20])[CH3:19])[N:16]=3)[N:13]=2)=[CH:4][C:3]=1[C:24]1[CH:25]=[CH:26][CH:27]=[CH:28][C:23]=1[O:22][C:29]1[CH:30]=[CH:31][CH:32]=[CH:33][CH:34]=1. (6) Given the reactants [CH3:1][O:2][C:3]1[N:4]([C:19]2[CH:24]=[CH:23][CH:22]=[CH:21][CH:20]=2)[C:5]([C:13]2[CH:18]=[CH:17][CH:16]=[CH:15][CH:14]=2)=[C:6]([C:8]([O:10]CC)=[O:9])[N:7]=1.[OH-].[Na+].C(O)C.Cl, predict the reaction product. The product is: [CH3:1][O:2][C:3]1[N:4]([C:19]2[CH:24]=[CH:23][CH:22]=[CH:21][CH:20]=2)[C:5]([C:13]2[CH:18]=[CH:17][CH:16]=[CH:15][CH:14]=2)=[C:6]([C:8]([OH:10])=[O:9])[N:7]=1. (7) Given the reactants F[P-](F)(F)(F)(F)F.N1(O[P+](N(C)C)(N(C)C)N(C)C)C2C=CC=CC=2N=N1.[NH2:28][CH2:29][CH2:30][N:31]1[CH2:35][CH2:34][CH2:33][CH2:32]1.[CH3:36][C:37]1([CH3:65])[CH2:63][C:41]2[C:42]([C:51]3[CH:52]=[C:53]([NH:57][C:58](=[O:62])[C:59](O)=[O:60])[CH:54]=[CH:55][CH:56]=3)=[C:43]([N:45]3[CH2:50][CH2:49][O:48][CH2:47][CH2:46]3)[S:44][C:40]=2[C:39](=[O:64])[CH2:38]1, predict the reaction product. The product is: [CH3:36][C:37]1([CH3:65])[CH2:63][C:41]2[C:42]([C:51]3[CH:52]=[C:53]([NH:57][C:58](=[O:62])[C:59]([NH:28][CH2:29][CH2:30][N:31]4[CH2:35][CH2:34][CH2:33][CH2:32]4)=[O:60])[CH:54]=[CH:55][CH:56]=3)=[C:43]([N:45]3[CH2:50][CH2:49][O:48][CH2:47][CH2:46]3)[S:44][C:40]=2[C:39](=[O:64])[CH2:38]1. (8) Given the reactants C([O:3][C:4]([C:6]1([N:15]([C:17](=[O:29])[C:18]2[CH:23]=[CH:22][CH:21]=[C:20]([CH3:24])[C:19]=2[O:25][CH:26]([CH3:28])[CH3:27])[CH3:16])[CH2:14][C:13]2[C:8](=[CH:9][CH:10]=[CH:11][CH:12]=2)[CH2:7]1)=[O:5])C.[OH-].[K+].O, predict the reaction product. The product is: [CH:26]([O:25][C:19]1[C:20]([CH3:24])=[CH:21][CH:22]=[CH:23][C:18]=1[C:17]([N:15]([CH3:16])[C:6]1([C:4]([OH:5])=[O:3])[CH2:14][C:13]2[C:8](=[CH:9][CH:10]=[CH:11][CH:12]=2)[CH2:7]1)=[O:29])([CH3:28])[CH3:27]. (9) The product is: [F:1][C:2]1[CH:3]=[C:4]([C:25]2[CH:26]=[CH:27][C:28]([C:31]([N:57]3[CH2:61][CH2:60][CH2:59][C@H:58]3[C:62]([NH2:64])=[O:63])=[O:32])=[N:29][CH:30]=2)[CH:5]=[CH:6][C:7]=1[O:8][CH2:9][CH:10]1[CH2:11][CH2:12][N:13]([CH2:16][C:17]2([C:21]([F:24])([F:22])[F:23])[CH2:20][CH2:19][CH2:18]2)[CH2:14][CH2:15]1. Given the reactants [F:1][C:2]1[CH:3]=[C:4]([C:25]2[CH:26]=[CH:27][C:28]([C:31](O)=[O:32])=[N:29][CH:30]=2)[CH:5]=[CH:6][C:7]=1[O:8][CH2:9][CH:10]1[CH2:15][CH2:14][N:13]([CH2:16][C:17]2([C:21]([F:24])([F:23])[F:22])[CH2:20][CH2:19][CH2:18]2)[CH2:12][CH2:11]1.C(Cl)CCl.C1C=CC2N(O)N=NC=2C=1.CCN(C(C)C)C(C)C.[NH:57]1[CH2:61][CH2:60][CH2:59][C@H:58]1[C:62]([NH2:64])=[O:63], predict the reaction product.